From a dataset of Full USPTO retrosynthesis dataset with 1.9M reactions from patents (1976-2016). Predict the reactants needed to synthesize the given product. (1) Given the product [CH2:38]([N:31]([C:32](=[O:37])[C:33]([F:36])([F:35])[F:34])[CH2:30][CH2:29][C:26]1[CH:27]=[CH:28][C:23]([S:20]([C:17]2[CH:18]=[CH:19][C:9]([OH:8])=[C:10]([CH:16]=2)[C:11]([O:13][CH2:14][CH3:15])=[O:12])(=[O:22])=[O:21])=[CH:24][CH:25]=1)[C:39]1[CH:40]=[CH:41][CH:42]=[CH:43][CH:44]=1, predict the reactants needed to synthesize it. The reactants are: C([O:8][C:9]1[CH:19]=[CH:18][C:17]([S:20]([C:23]2[CH:28]=[CH:27][C:26]([CH2:29][CH2:30][N:31]([CH2:38][C:39]3[CH:44]=[CH:43][CH:42]=[CH:41][CH:40]=3)[C:32](=[O:37])[C:33]([F:36])([F:35])[F:34])=[CH:25][CH:24]=2)(=[O:22])=[O:21])=[CH:16][C:10]=1[C:11]([O:13][CH2:14][CH3:15])=[O:12])C1C=CC=CC=1.[H][H]. (2) Given the product [CH3:1][O:2][C:3]([C:5]1[C:13]2[C:8](=[CH:9][CH:10]=[CH:11][CH:12]=2)[N:7]([CH2:21][CH2:22][CH:23]([CH3:25])[CH3:24])[CH:6]=1)=[O:4], predict the reactants needed to synthesize it. The reactants are: [CH3:1][O:2][C:3]([C:5]1[C:13]2[C:8](=[CH:9][CH:10]=[CH:11][CH:12]=2)[NH:7][CH:6]=1)=[O:4].C([O-])([O-])=O.[K+].[K+].Br[CH2:21][CH2:22][CH:23]([CH3:25])[CH3:24]. (3) Given the product [CH2:1]([O:3][C:4](=[O:14])[N:5]=[C:6]([NH:17][CH:18]([C:19](=[O:20])[NH:21][C:22]1([C:32]#[N:33])[CH2:26][CH2:25][N:24]([CH:27]([CH2:28][CH3:29])[CH2:30][CH3:31])[CH2:23]1)[CH2:34][CH:35]1[CH2:40][CH2:39][CH2:38][CH2:37][CH2:36]1)[N:8]1[CH2:13][CH2:12][O:11][CH2:10][CH2:9]1)[CH3:2], predict the reactants needed to synthesize it. The reactants are: [CH2:1]([O:3][C:4](=[O:14])[NH:5][C:6]([N:8]1[CH2:13][CH2:12][O:11][CH2:10][CH2:9]1)=S)[CH3:2].Cl.Cl.[NH2:17][CH:18]([CH2:34][CH:35]1[CH2:40][CH2:39][CH2:38][CH2:37][CH2:36]1)[C:19]([NH:21][C:22]1([C:32]#[N:33])[CH2:26][CH2:25][N:24]([CH:27]([CH2:30][CH3:31])[CH2:28][CH3:29])[CH2:23]1)=[O:20]. (4) Given the product [NH2:7][CH:10]1[CH2:15][N:14]([S:16]([C:19]2[CH:25]=[CH:24][C:22]([CH3:23])=[CH:21][CH:20]=2)(=[O:18])=[O:17])[CH2:13][C:12]([CH3:26])([CH3:27])[CH:11]1[OH:28], predict the reactants needed to synthesize it. The reactants are: [H-].[H-].[H-].[H-].[Li+].[Al+3].[N:7]([CH:10]1[CH2:15][N:14]([S:16]([C:19]2[CH:25]=[CH:24][C:22]([CH3:23])=[CH:21][CH:20]=2)(=[O:18])=[O:17])[CH2:13][C:12]([CH3:27])([CH3:26])[C:11]1=[O:28])=[N+]=[N-]. (5) Given the product [CH3:1][O:2][C:3]1[C:7]2[C:8](=[O:25])[N:9]([CH2:16][C:17](=[O:24])[C:18]3[CH:23]=[CH:22][CH:21]=[CH:20][CH:19]=3)[C:10]3[CH:11]=[CH:12][CH:13]=[CH:14][C:15]=3[C:6]=2[N:5]([CH3:26])[C:4]=1[C:27]([NH:29][CH:30]1[CH2:31][CH2:32][N:33]([C:37]2[CH:42]=[CH:41][N:40]=[CH:39][N:38]=2)[CH2:34][CH2:35]1)=[O:28], predict the reactants needed to synthesize it. The reactants are: [CH3:1][O:2][C:3]1[C:7]2[C:8](=[O:25])[N:9]([CH2:16][C:17](=[O:24])[C:18]3[CH:23]=[CH:22][CH:21]=[CH:20][CH:19]=3)[C:10]3[CH:11]=[CH:12][CH:13]=[CH:14][C:15]=3[C:6]=2[N:5]([CH3:26])[C:4]=1[C:27]([NH:29][CH:30]1[CH2:35][CH2:34][NH:33][CH2:32][CH2:31]1)=[O:28].Cl[C:37]1[CH:42]=[CH:41][N:40]=[CH:39][N:38]=1.C(N(CC)CC)C. (6) Given the product [Cl:11][C:12]1[CH:13]=[C:14]([NH:19][C:20]2[N:25]=[C:24]([NH:10][CH2:9][CH2:8][C:6]3[N:5]=[CH:4][NH:3][CH:7]=3)[C:23]([C:30]3[CH:31]=[N:32][CH:33]=[N:34][CH:35]=3)=[CH:22][N:21]=2)[CH:15]=[CH:16][C:17]=1[F:18], predict the reactants needed to synthesize it. The reactants are: [H-].[Na+].[NH:3]1[CH:7]=[C:6]([CH2:8][CH2:9][NH2:10])[N:5]=[CH:4]1.[Cl:11][C:12]1[CH:13]=[C:14]([NH:19][C:20]2[N:25]=[C:24](S(C)(=O)=O)[C:23]([C:30]3[CH:31]=[N:32][CH:33]=[N:34][CH:35]=3)=[CH:22][N:21]=2)[CH:15]=[CH:16][C:17]=1[F:18].O. (7) Given the product [C:4]([C:3]1[CH:6]=[CH:7][C:8]([NH:23][C:13](=[O:18])[CH2:14][CH2:15][CH:16]=[CH2:17])=[C:9]([N+:10]([O-:12])=[O:11])[CH:2]=1)#[N:5], predict the reactants needed to synthesize it. The reactants are: N[C:2]1[C:9]([N+:10]([O-:12])=[O:11])=[CH:8][CH:7]=[CH:6][C:3]=1[C:4]#[N:5].[C:13](Cl)(=[O:18])[CH2:14][CH2:15][CH:16]=[CH2:17].C([N:23](C(C)C)CC)(C)C.O.